From a dataset of NCI-60 drug combinations with 297,098 pairs across 59 cell lines. Regression. Given two drug SMILES strings and cell line genomic features, predict the synergy score measuring deviation from expected non-interaction effect. (1) Drug 1: C1=NC(=NC(=O)N1C2C(C(C(O2)CO)O)O)N. Drug 2: C1C(C(OC1N2C=NC(=NC2=O)N)CO)O. Cell line: TK-10. Synergy scores: CSS=8.14, Synergy_ZIP=-8.82, Synergy_Bliss=-1.45, Synergy_Loewe=-6.13, Synergy_HSA=-2.17. (2) Drug 1: CN(C)N=NC1=C(NC=N1)C(=O)N. Drug 2: C1=NC2=C(N=C(N=C2N1C3C(C(C(O3)CO)O)O)F)N. Cell line: COLO 205. Synergy scores: CSS=3.62, Synergy_ZIP=-8.99, Synergy_Bliss=-16.4, Synergy_Loewe=-29.3, Synergy_HSA=-16.2. (3) Drug 1: C1=CC(=CC=C1C#N)C(C2=CC=C(C=C2)C#N)N3C=NC=N3. Cell line: NCIH23. Drug 2: C1=NNC2=C1C(=O)NC=N2. Synergy scores: CSS=1.88, Synergy_ZIP=0.707, Synergy_Bliss=6.60, Synergy_Loewe=-1.99, Synergy_HSA=-3.24. (4) Drug 1: C1CC(C1)(C(=O)O)C(=O)O.[NH2-].[NH2-].[Pt+2]. Drug 2: CC1C(C(CC(O1)OC2CC(CC3=C2C(=C4C(=C3O)C(=O)C5=C(C4=O)C(=CC=C5)OC)O)(C(=O)CO)O)N)O.Cl. Cell line: SK-OV-3. Synergy scores: CSS=18.3, Synergy_ZIP=-2.20, Synergy_Bliss=0.00322, Synergy_Loewe=-5.79, Synergy_HSA=0.657.